From a dataset of Blood-brain barrier penetration binary classification data from Martins et al.. Regression/Classification. Given a drug SMILES string, predict its absorption, distribution, metabolism, or excretion properties. Task type varies by dataset: regression for continuous measurements (e.g., permeability, clearance, half-life) or binary classification for categorical outcomes (e.g., BBB penetration, CYP inhibition). Dataset: bbb_martins. (1) The drug is O=C(O)CCCc1ccc(N(CCCl)CCCl)cc1. The result is 0 (does not penetrate BBB). (2) The compound is CO[C@@]1(NC(=O)C(C(=O)O)c2ccsc2)C(=O)N2[C@@H](C(=O)O)C(C)(C)S[C@@H]21. The result is 0 (does not penetrate BBB).